From a dataset of Reaction yield outcomes from USPTO patents with 853,638 reactions. Predict the reaction yield, written as a fraction of the theoretical maximum amount of product (1.0 means a 100% yield; for example, 0.34 means a 34% yield). (1) The reactants are [N+:1]([C:4]1[CH:9]=[CH:8][C:7](/[CH:10]=[CH:11]/[C:12]2[S:13][C:14]3[CH:20]=[CH:19][CH:18]=[CH:17][C:15]=3[N:16]=2)=[CH:6][CH:5]=1)([O-])=O.O.O.[Sn](Cl)Cl. The catalyst is C(O)C. The product is [NH2:1][C:4]1[CH:9]=[CH:8][C:7]([CH:10]=[CH:11][C:12]2[S:13][C:14]3[CH:20]=[CH:19][CH:18]=[CH:17][C:15]=3[N:16]=2)=[CH:6][CH:5]=1. The yield is 0.0800. (2) The reactants are [C:1]([C:3]1[CH:4]=[C:5]([S:9]([NH:12][C:13]2[C:22]([NH:23][C:24]3[CH:29]=[C:28]([O:30][CH3:31])[CH:27]=[C:26]([O:32][CH3:33])[CH:25]=3)=[N:21][C:20]3[C:15](=[CH:16][CH:17]=[CH:18][CH:19]=3)[N:14]=2)(=[O:11])=[O:10])[CH:6]=[CH:7][CH:8]=1)#[N:2].[N-:34]=[N+:35]=[N-:36].[Na+].[Cl-].[NH4+].Cl. The catalyst is CN(C)C=O. The product is [CH3:31][O:30][C:28]1[CH:29]=[C:24]([NH:23][C:22]2[C:13]([NH:12][S:9]([C:5]3[CH:6]=[CH:7][CH:8]=[C:3]([C:1]4[N:34]=[N:35][NH:36][N:2]=4)[CH:4]=3)(=[O:10])=[O:11])=[N:14][C:15]3[C:20]([N:21]=2)=[CH:19][CH:18]=[CH:17][CH:16]=3)[CH:25]=[C:26]([O:32][CH3:33])[CH:27]=1. The yield is 0.250. (3) The reactants are [Br:1][C:2]1[CH:7]=[CH:6][C:5]([NH:8][C:9]2[N:10]([CH3:19])[C:11](=[O:18])[CH:12]=[CH:13][C:14]=2[C:15]([OH:17])=O)=[C:4]([F:20])[CH:3]=1.CCN=C=NCCCN(C)C.C1C=CC2N(O)N=NC=2C=1.[CH:42]1([CH2:45][O:46][NH2:47])[CH2:44][CH2:43]1.CCN(CC)CC. The catalyst is CC(N(C)C)=O.CCOC(C)=O. The product is [CH:42]1([CH2:45][O:46][NH:47][C:15]([C:14]2[CH:13]=[CH:12][C:11](=[O:18])[N:10]([CH3:19])[C:9]=2[NH:8][C:5]2[CH:6]=[CH:7][C:2]([Br:1])=[CH:3][C:4]=2[F:20])=[O:17])[CH2:44][CH2:43]1. The yield is 0.570. (4) The reactants are [C:1]([C:5]1[N:9]=[C:8]([CH2:10][C:11]#[N:12])[NH:7][N:6]=1)([CH3:4])([CH3:3])[CH3:2].C([O:15][C:16](=O)[CH:17]([C:20](=O)[C:21]1[CH:26]=[CH:25][CH:24]=[CH:23][CH:22]=1)[CH2:18][CH3:19])C.C([O-])(=O)C.[NH4+]. The catalyst is C(Cl)(Cl)Cl. The product is [C:1]([C:5]1[N:9]=[C:8]2[C:10]([C:11]#[N:12])=[C:20]([C:21]3[CH:26]=[CH:25][CH:24]=[CH:23][CH:22]=3)[C:17]([CH2:18][CH3:19])=[C:16]([OH:15])[N:7]2[N:6]=1)([CH3:4])([CH3:2])[CH3:3]. The yield is 0.0800. (5) The reactants are [F:1][C:2]([F:15])([F:14])[C:3]1[CH:8]=[C:7]([C:9]([F:12])([F:11])[F:10])[CH:6]=[CH:5][C:4]=1[CH3:13].C(O)(C(F)(F)F)=O.OS(O)(=O)=O.C1C(=O)N([Br:35])C(=O)C1. No catalyst specified. The product is [Br:35][C:5]1[CH:6]=[C:7]([C:9]([F:10])([F:11])[F:12])[CH:8]=[C:3]([C:2]([F:14])([F:15])[F:1])[C:4]=1[CH3:13]. The yield is 0.770. (6) The reactants are [O-][Mn](=O)(=O)=O.[K+].[CH3:7][C:8]1[CH:9]=[C:10]([B:14]([OH:16])[OH:15])[CH:11]=CC=1.[OH-:17].[Na+].[CH3:19][CH2:20][OH:21]. The catalyst is O. The yield is 0.790. The product is [C:20]([C:19]1[CH:11]=[C:10]([B:14]([OH:16])[OH:15])[CH:9]=[CH:8][CH:7]=1)([OH:17])=[O:21]. (7) The reactants are [CH3:1][N:2]1[CH2:6][CH2:5][CH2:4][C:3]1=O.O=P(Cl)(Cl)Cl.[NH2:13][C:14](=[C:16]([C:22](OCC)=[O:23])[C:17]([O:19][CH2:20][CH3:21])=[O:18])[CH3:15].[O-]CC.[Na+].Cl. The catalyst is ClCCCl. The product is [OH:23][C:22]1[C:16]([C:17]([O:19][CH2:20][CH3:21])=[O:18])=[C:14]([CH3:15])[N:13]=[C:3]2[N:2]([CH3:1])[CH2:6][CH2:5][C:4]=12. The yield is 0.303. (8) The reactants are [Cl:1][C:2]1[N:12]=[CH:11][C:5]2[O:6][CH2:7][C:8](=O)[NH:9][C:4]=2[CH:3]=1.CO. The product is [Cl:1][C:2]1[N:12]=[CH:11][C:5]2[O:6][CH2:7][CH2:8][NH:9][C:4]=2[CH:3]=1. The catalyst is C1COCC1. The yield is 0.960. (9) The reactants are [C:1]([C:4]1[CH:8]=[CH:7][S:6][CH:5]=1)(=[O:3])[CH3:2].CO[CH:11](OC)[N:12]([CH3:14])[CH3:13]. No catalyst specified. The product is [CH3:11][N:12](/[CH:14]=[CH:2]/[C:1]([C:4]1[CH:8]=[CH:7][S:6][CH:5]=1)=[O:3])[CH3:13]. The yield is 0.990. (10) The catalyst is ClCCl. The product is [N:1]1([C:5]([C:7]2[CH:8]=[C:9]([Cl:37])[C:10]([O:13][C:14]3[CH:15]=[C:16]([CH:17]=[C:18]([C:20]4[NH:21][C:22]([C:25]5[O:26][C:27]([CH3:30])=[N:28][N:29]=5)=[CH:23][CH:24]=4)[CH:19]=3)[O:31][C@@H:32]([CH3:36])[CH2:33][OH:34])=[N:11][CH:12]=2)=[O:6])[CH2:4][CH2:3][CH2:2]1. The reactants are [N:1]1([C:5]([C:7]2[CH:8]=[C:9]([Cl:37])[C:10]([O:13][C:14]3[CH:19]=[C:18]([C:20]4[NH:21][C:22]([C:25]5[O:26][C:27]([CH3:30])=[N:28][N:29]=5)=[CH:23][CH:24]=4)[CH:17]=[C:16]([O:31][C@@H:32]([CH3:36])[CH2:33][O:34]C)[CH:15]=3)=[N:11][CH:12]=2)=[O:6])[CH2:4][CH2:3][CH2:2]1.B(Br)(Br)Br.[Cl-].[NH4+]. The yield is 0.570.